Task: Regression. Given a peptide amino acid sequence and an MHC pseudo amino acid sequence, predict their binding affinity value. This is MHC class I binding data.. Dataset: Peptide-MHC class I binding affinity with 185,985 pairs from IEDB/IMGT (1) The peptide sequence is CTFMIITSTK. The MHC is HLA-B54:01 with pseudo-sequence HLA-B54:01. The binding affinity (normalized) is 0.252. (2) The peptide sequence is LVIGVAFLAV. The MHC is HLA-A02:02 with pseudo-sequence HLA-A02:02. The binding affinity (normalized) is 0.269. (3) The peptide sequence is YFTEVYYQL. The MHC is HLA-A26:01 with pseudo-sequence HLA-A26:01. The binding affinity (normalized) is 0. (4) The peptide sequence is GYCLTKWMI. The MHC is HLA-B07:02 with pseudo-sequence HLA-B07:02. The binding affinity (normalized) is 0.